This data is from Experimentally validated miRNA-target interactions with 360,000+ pairs, plus equal number of negative samples. The task is: Binary Classification. Given a miRNA mature sequence and a target amino acid sequence, predict their likelihood of interaction. (1) The miRNA is gga-let-7b with sequence UGAGGUAGUAGGUUGUGUGGUU. The protein sequence of the target gene is MVEAFCATWKLTNSQNFDEYMKALGVGFATRQVGNVTKPTVIISQEGDKVVIRTLSTFKNTEISFQLGEEFDETTADDRNCKSVVSLDGDKLVHIQKWDGKETNFVREIKDGKMVMTLTFGDVVAVRHYEKA. Result: 0 (no interaction). (2) The miRNA is rno-let-7e-5p with sequence UGAGGUAGGAGGUUGUAUAGUU. The protein sequence of the target gene is MEISMPPPQIYVEKTLAIIKPDIVDKEEEIQDIILRSGFTIVQRRKLRLSPEQCSNFYVEKYGKMFFPNLTAYMSSGPLVAMILARHKAISYWLELLGPNNSLVAKETHPDSLRAIYGTDDLRNALHGSNDFAAAEREIRFMFPEVIVEPIPIGQAAKDYLNLHIMPTLLEGLTELCKQKPADPLIWLADWLLKNNPNKPKLCHHPIVEEPY. Result: 0 (no interaction). (3) The miRNA is mmu-miR-3102-3p with sequence GAGCACCCCAUUGGCUACCCACA. The protein sequence of the target gene is MESADFYEAEPRPPMSSHLQSPPHAPSNAAFGFPRGAGPAPPPAPPAAPEPLGGICEHETSIDISAYIDPAAFNDEFLADLFQHSRQQEKAKAAAGPAGGGGDFDYPGAPAGPGGAVMSAGAHGPPPGYGCAAAGYLDGRLEPLYERVGAPALRPLVIKQEPREEDEAKQLALAGLFPYQPPPPPPPPHPHASPAHLAAPHLQFQIAHCGQTTMHLQPGHPTPPPTPVPSPHPAPAMGAAGLPGPGGSLKGLAGPHPDLRTGGGGGGGAGAGKAKKSVDKNSNEYRVRRERNNIAVRKSR.... Result: 0 (no interaction). (4) The miRNA is mmu-miR-3093-3p with sequence UGUGGACACCGUGGGAGGUUGG. Result: 0 (no interaction). The protein sequence of the target gene is MYVKSIILEGFKSYAQRTEVNGFDPLFNAITGLNGSGKSNILDSICFLLGISNLSQVRASNLQDLVYKNGQAGITKASVSITFDNSDKKQSPLGFEAHDEITVTRQVVIGGRNKYLINGVNANNTRVQDLFCSVGLNVNNPHFLIMQGRITKVLNMKPPEILSMIEEAAGTRMYEYKKIAAQKTIEKKEAKLKEIKTILEEEITPTIQKLKEERSSYLEYQKVMREIEHLSRLYIAYQFLRAEDTKERSAGELKEMQDKIVNLQEVLSENEKKIKALNCEIEELERRKDKETGGKLKSLE.... (5) The miRNA is hsa-miR-6856-5p with sequence AAGAGAGGAGCAGUGGUGCUGUGG. The protein sequence of the target gene is MSHSQHSPYLQSYHNSSAAAQTRGDDTDQQKTTVIENGEIRFNGKGKKIRKPRTIYSSLQLQALNHRFQQTQYLALPERAELAASLGLTQTQVKIWFQNKRSKFKKLLKQGSNPHESDPLQGSAALSPRSPALPPVWDVSASAKGVSMPPNSYMPGYSHWYSSPHQDTMQRPQMM. Result: 1 (interaction). (6) The miRNA is hsa-miR-6792-3p with sequence CUCCUCCACAGCCCCUGCUCAU. The protein sequence of the target gene is MATRVEEAARGRGGGAEEATEAGRGGRRRSPRQKFEIGTMEEAGICGLGVKADMLCNSQSNDILQHQGSNCGGTSNKHSLEEDEGSDFITENRNLVSPAYCTQESREEIPGGEARTDPPDGQQDSECNRNKEKTLGKEVLLLMQALNTLSTPEEKLAALCKKYADLLEESRSVQKQMKILQKKQAQIVKEKVHLQSEHSKAILARSKLESLCRELQRHNKTLKEENMQQAREEEERRKEATAHFQITLNEIQAQLEQHDIHNAKLRQENIELGEKLKKLIEQYALREEHIDKVFKHKELQ.... Result: 1 (interaction). (7) The miRNA is hsa-miR-8082 with sequence UGAUGGAGCUGGGAAUACUCUG. The protein sequence of the target gene is MAWPCITRACCIARFWNQLDKADIAVPLVFTKYSEATEHPGAPPQPPAPLQPALAPPSRAVAIETQPAQGESDAVARATGPAPGPSVDRETVAAPGRSGLGLGAASASTSGSGPADSVMRQDYRAWKVQRPEPSCRPRSEYQPSDAPFERETQYQKDFRAWPLPRRGDHPWIPKPVQIPATSQPSQPVLGVPKRRPQSQERGPMQLSADARDPEGAGGAGVLAAGKASGVDQRDTRRKAGPAWMVTRNEGHEEKPLPPAQSQTQEGGPAAGKASGADQRDTRRKAGPAWMVTRSEGHEEK.... Result: 0 (no interaction). (8) The miRNA is hsa-miR-4722-5p with sequence GGCAGGAGGGCUGUGCCAGGUUG. The protein sequence of the target gene is MSSAPEPPTFKKEPPKEKEFQSPGLRGVRTTTLFRAVNPELFIKPNKPVMAFGLVTLSLCVAYIGYLHAIQENKKDLYEAIDSEGHSYMRRKTSKWD. Result: 0 (no interaction). (9) The miRNA is mmu-miR-883a-5p with sequence UGCUGAGAGAAGUAGCAGUUAC. The protein sequence of the target gene is MRSAAVLALLLCAGQVTALPVNSPMNKGDTEVMKCIVEVISDTLSKPSPMPVSQECFETLRGDERILSILRHQNLLKELQDLALQGAKERAHQQKKHSGFEDELSEVLENQSSQAELKEAVEEPSSKDVMEKREDSKEAEKSGEATDGARPQALPEPMQESKAEGNNQAPGEEEEEEEEATNTHPPASLPSQKYPGPQAEGDSEGLSQGLVDREKGLSAEPGWQAKREEEEEEEEEAEAGEEAVPEEEGPTVVLNPHPSLGYKEIRKGESRSEALAVDGAGKPGAEEAQDPEGKGEQEHS.... Result: 0 (no interaction). (10) The miRNA is hsa-miR-548ar-5p with sequence AAAAGUAAUUGCAGUUUUUGC. The protein sequence of the target gene is MSQGDSNPAAIPHAAEDIQGDDRWMSQHNRFVLDCKDKEPDVLFVGDSMVQLMQQYEIWRELFSPLHALNFGIGGDTTRHVLWRLKNGELENIKPKVIVVWVGTNNHENTAEEVAGGIEAIVQLINTRQPQAKIIVLGLLPRGEKPNPLRQKNAKVNQLLKVSLPKLANVQLLDTDGGFVHSDGAISCHDMFDFLHLTGGGYAKICKPLHELIMQLLEETPEEKQTTIA. Result: 1 (interaction).